From a dataset of Reaction yield outcomes from USPTO patents with 853,638 reactions. Predict the reaction yield, written as a fraction of the theoretical maximum amount of product (1.0 means a 100% yield; for example, 0.34 means a 34% yield). (1) The reactants are C[O:2][C:3]1[CH:8]=[CH:7][C:6]([C:9]2[CH:10]=[C:11]([C:17]#[N:18])[C:12](=[O:16])[NH:13][C:14]=2[CH3:15])=[CH:5][CH:4]=1.B(Br)(Br)Br.[Cl-].[NH4+]. The catalyst is ClCCl. The product is [OH:2][C:3]1[CH:4]=[CH:5][C:6]([C:9]2[CH:10]=[C:11]([C:17]#[N:18])[C:12](=[O:16])[NH:13][C:14]=2[CH3:15])=[CH:7][CH:8]=1. The yield is 0.460. (2) The reactants are C[O:2][C:3](=[O:40])[CH2:4][CH2:5][NH:6][C:7](=[O:39])[C:8]1[CH:13]=[CH:12][C:11]([CH:14]=[C:15]([C:32]2[CH:37]=[CH:36][C:35]([Cl:38])=[CH:34][CH:33]=2)[C:16]2[S:17][CH:18]=[C:19]([C:21]3[CH:26]=[CH:25][C:24]([O:27][C:28]([F:31])([F:30])[F:29])=[CH:23][CH:22]=3)[N:20]=2)=[CH:10][CH:9]=1.[OH-].[Na+]. The catalyst is CO.C1COCC1. The product is [Cl:38][C:35]1[CH:36]=[CH:37][C:32]([C:15]([C:16]2[S:17][CH:18]=[C:19]([C:21]3[CH:22]=[CH:23][C:24]([O:27][C:28]([F:30])([F:29])[F:31])=[CH:25][CH:26]=3)[N:20]=2)=[CH:14][C:11]2[CH:10]=[CH:9][C:8]([C:7]([NH:6][CH2:5][CH2:4][C:3]([OH:40])=[O:2])=[O:39])=[CH:13][CH:12]=2)=[CH:33][CH:34]=1. The yield is 0.0400. (3) The reactants are [ClH:1].[NH2:2][C@@H:3]1[CH2:8][CH2:7][CH2:6][N:5]([C:9]2[C:14]([Br:15])=[CH:13][N:12]=[C:11]3[NH:16][CH:17]=[C:18]([NH:19][C:20](=[O:27])[C:21]4[CH:26]=[CH:25][CH:24]=[N:23][CH:22]=4)[C:10]=23)[CH2:4]1.C(OC)(OC)OC.CCN(C(C)C)C(C)C.[CH:44]1([CH:47]=O)[CH2:46][CH2:45]1.[BH4-].[Na+]. The catalyst is CO.O. The product is [ClH:1].[Br:15][C:14]1[C:9]([N:5]2[CH2:6][CH2:7][CH2:8][C@@H:3]([NH:2][CH2:47][CH:44]3[CH2:46][CH2:45]3)[CH2:4]2)=[C:10]2[C:18]([NH:19][C:20](=[O:27])[C:21]3[CH:26]=[CH:25][CH:24]=[N:23][CH:22]=3)=[CH:17][NH:16][C:11]2=[N:12][CH:13]=1. The yield is 0.600. (4) The reactants are [C:1]([O:5][C:6]([N:8]([CH3:18])[CH2:9][C:10]([N:12]([CH2:14][C:15]([OH:17])=O)[CH3:13])=[O:11])=[O:7])([CH3:4])([CH3:3])[CH3:2].CN(C(F)=[N+](C)C)C.F[P-](F)(F)(F)(F)F.CCN(C(C)C)C(C)C.[N+:43]([C:46]1[CH:54]=[C:53]2[C:49]([CH:50]=[CH:51][NH:52]2)=[CH:48][CH:47]=1)([O-:45])=[O:44]. The catalyst is C1COCC1. The product is [C:1]([O:5][C:6](=[O:7])[N:8]([CH3:18])[CH2:9][C:10](=[O:11])[N:12]([CH3:13])[CH2:14][C:15]([N:52]1[C:53]2[C:49](=[CH:48][CH:47]=[C:46]([N+:43]([O-:45])=[O:44])[CH:54]=2)[CH:50]=[CH:51]1)=[O:17])([CH3:2])([CH3:3])[CH3:4]. The yield is 0.300. (5) The yield is 0.720. The reactants are [C:1]([N:9]1[CH2:22][CH2:21][C:20]2[C:19]3[C:18]([C:23]4[CH:28]=[CH:27][CH:26]=[CH:25][C:24]=4[OH:29])=[CH:17][CH:16]=[CH:15][C:14]=3[NH:13][C:12]=2[CH2:11][CH2:10]1)(=[O:8])[C:2]1[CH:7]=[CH:6][CH:5]=[CH:4][CH:3]=1.[C:47]1(P([C:43]2[CH:48]=[CH:47][CH:46]=[CH:45]C=2)[C:47]2[CH:48]=[CH:43]C=[CH:45][CH:46]=2)[CH:48]=[CH:43]C=[CH:45][CH:46]=1.C1(O)CCCC1.N(C(OC(C)(C)C)=O)=NC(OC(C)(C)C)=O. The catalyst is C1COCC1. The product is [C:1]([N:9]1[CH2:22][CH2:21][C:20]2[C:19]3[C:18]([C:23]4[CH:28]=[CH:27][CH:26]=[CH:25][C:24]=4[O:29][CH:45]4[CH2:46][CH2:47][CH2:48][CH2:43]4)=[CH:17][CH:16]=[CH:15][C:14]=3[NH:13][C:12]=2[CH2:11][CH2:10]1)(=[O:8])[C:2]1[CH:3]=[CH:4][CH:5]=[CH:6][CH:7]=1. (6) The reactants are [Cl:1][C:2]1[CH:3]=[N:4][C:5]2[NH:6][C:7]3[CH:8]=[CH:9][CH:10]=[C:11]([CH:23]=3)[CH2:12][NH:13][C:14]3[CH:22]=[C:18]([NH:19][C:20]=1[N:21]=2)[CH:17]=[CH:16][CH:15]=3.[CH3:24][C:25]1[CH:33]=[CH:32][C:28]([C:29](Cl)=[O:30])=[CH:27][CH:26]=1. No catalyst specified. The product is [Cl:1][C:2]1[CH:3]=[N:4][C:5]2[NH:6][C:7]3[CH:8]=[CH:9][CH:10]=[C:11]([CH:23]=3)[CH2:12][N:13]([C:29](=[O:30])[C:28]3[CH:32]=[CH:33][C:25]([CH3:24])=[CH:26][CH:27]=3)[C:14]3[CH:22]=[C:18]([NH:19][C:20]=1[N:21]=2)[CH:17]=[CH:16][CH:15]=3. The yield is 0.480. (7) The reactants are [CH2:1]([C:5]1[N:10]=[C:9]([CH3:11])[N:8]([C:12]2[CH:17]=[CH:16][CH:15]=[C:14]([CH:18]([OH:20])[CH3:19])[CH:13]=2)[C:7](=[O:21])[C:6]=1[CH2:22][C:23]1[CH:28]=[CH:27][C:26]([C:29]2[CH:34]=[CH:33][CH:32]=[CH:31][C:30]=2[C:35]2[NH:39][C:38](=[O:40])[O:37][N:36]=2)=[CH:25][CH:24]=1)[CH2:2][CH2:3][CH3:4].CC(OI1(OC(C)=O)(OC(C)=O)OC(=O)C2C1=CC=CC=2)=O.C(OCC)(=O)C.S([O-])([O-])(=O)=S.[Na+].[Na+]. The catalyst is C(#N)C.O. The product is [C:18]([C:14]1[CH:13]=[C:12]([N:8]2[C:7](=[O:21])[C:6]([CH2:22][C:23]3[CH:24]=[CH:25][C:26]([C:29]4[CH:34]=[CH:33][CH:32]=[CH:31][C:30]=4[C:35]4[NH:39][C:38](=[O:40])[O:37][N:36]=4)=[CH:27][CH:28]=3)=[C:5]([CH2:1][CH2:2][CH2:3][CH3:4])[N:10]=[C:9]2[CH3:11])[CH:17]=[CH:16][CH:15]=1)(=[O:20])[CH3:19]. The yield is 0.710.